This data is from Forward reaction prediction with 1.9M reactions from USPTO patents (1976-2016). The task is: Predict the product of the given reaction. Given the reactants [CH3:1][O:2][C:3]1[CH:4]=[C:5]([NH:9][C:10]2[CH:26]=[CH:25][C:13]3[S:14][C:15]([C:18]4[CH:23]=[CH:22][N:21]=[C:20]([NH2:24])[N:19]=4)=[C:16]([CH3:17])[C:12]=3[CH:11]=2)[CH:6]=[CH:7][CH:8]=1.[O:27]1C2C=CC(N)=CC=2OC1.COC1C=C(C=CC=1)N, predict the reaction product. The product is: [O:27]1[C:8]2[CH:7]=[CH:6][C:5]([NH:9][C:10]3[CH:26]=[CH:25][C:13]4[S:14][C:15]([C:18]5[CH:23]=[CH:22][N:21]=[C:20]([NH2:24])[N:19]=5)=[C:16]([CH3:17])[C:12]=4[CH:11]=3)=[CH:4][C:3]=2[O:2][CH2:1]1.